Predict the reactants needed to synthesize the given product. From a dataset of Full USPTO retrosynthesis dataset with 1.9M reactions from patents (1976-2016). Given the product [N+:1]([C:4]1[CH:5]=[C:6]([CH:7]=[CH:8][CH:9]=1)[O:10][CH:16]1[CH2:12][CH2:13][N:14]([C:17]([O:19][C:20]([CH3:23])([CH3:22])[CH3:21])=[O:18])[CH2:15]1)([O-:3])=[O:2], predict the reactants needed to synthesize it. The reactants are: [N+:1]([C:4]1[CH:5]=[C:6]([OH:10])[CH:7]=[CH:8][CH:9]=1)([O-:3])=[O:2].O[CH:12]1[CH2:16][CH2:15][N:14]([C:17]([O:19][C:20]([CH3:23])([CH3:22])[CH3:21])=[O:18])[CH2:13]1.C1C=CC(P(C2C=CC=CC=2)C2C=CC=CC=2)=CC=1.CCOC(/N=N/C(OCC)=O)=O.